This data is from Peptide-MHC class II binding affinity with 134,281 pairs from IEDB. The task is: Regression. Given a peptide amino acid sequence and an MHC pseudo amino acid sequence, predict their binding affinity value. This is MHC class II binding data. (1) The peptide sequence is YKKLRTSSFALNLPT. The MHC is DRB3_0202 with pseudo-sequence DRB3_0202. The binding affinity (normalized) is 0.865. (2) The peptide sequence is QNSASTEWSPCSVT. The MHC is DRB1_0401 with pseudo-sequence DRB1_0401. The binding affinity (normalized) is 0. (3) The binding affinity (normalized) is 0.148. The MHC is H-2-IAb with pseudo-sequence H-2-IAb. The peptide sequence is AWENTTIDLTSEKPA. (4) The peptide sequence is AYLVLDPLIYFGPFA. The MHC is DRB1_0405 with pseudo-sequence DRB1_0405. The binding affinity (normalized) is 0.563. (5) The peptide sequence is KDKFLANVSTVLTGK. The MHC is DRB1_1001 with pseudo-sequence DRB1_1001. The binding affinity (normalized) is 0.778. (6) The peptide sequence is MATTLPVQRHPRSLF. The MHC is DRB1_1501 with pseudo-sequence DRB1_1501. The binding affinity (normalized) is 0.155.